The task is: Predict the reactants needed to synthesize the given product.. This data is from Full USPTO retrosynthesis dataset with 1.9M reactions from patents (1976-2016). (1) Given the product [Cl:37][C:33]1[CH:34]=[CH:35][CH:36]=[C:31]([Cl:30])[C:32]=1[C:38]1[C:42]([CH2:43][O:44][C:45]2[N:50]=[C:49]([C:51]([F:52])([F:53])[F:54])[C:48]([N:55]([CH2:57][C:58]3[CH:66]=[CH:65][C:61]([C:62]([NH:2][CH2:1][CH:74]([OH:75])[CH2:73][OH:72])=[O:63])=[CH:60][CH:59]=3)[CH3:56])=[CH:47][CH:46]=2)=[C:41]([CH:67]([CH3:69])[CH3:68])[O:40][N:39]=1, predict the reactants needed to synthesize it. The reactants are: [CH3:1][N:2](C(ON1N=NC2C=CC=CC1=2)=[N+](C)C)C.[B-](F)(F)(F)F.C(N(CC)CC)C.[Cl:30][C:31]1[CH:36]=[CH:35][CH:34]=[C:33]([Cl:37])[C:32]=1[C:38]1[C:42]([CH2:43][O:44][C:45]2[N:50]=[C:49]([C:51]([F:54])([F:53])[F:52])[C:48]([N:55]([CH2:57][C:58]3[CH:66]=[CH:65][C:61]([C:62](O)=[O:63])=[CH:60][CH:59]=3)[CH3:56])=[CH:47][CH:46]=2)=[C:41]([CH:67]([CH3:69])[CH3:68])[O:40][N:39]=1.CC1(C)[O:75][CH:74](NC)[CH2:73][O:72]1. (2) Given the product [CH3:1][O:2][C:3]1[CH:4]=[C:5]([C:11]2[C:12]([CH3:34])([CH3:33])[C:13](=[O:32])[N:14]([CH:16]3[CH2:21][CH2:20][N:19]([C:22]([C:24]4[CH:29]=[C:28]([O:30][CH:42]([CH3:44])[CH3:43])[CH:27]=[CH:26][C:25]=4[CH3:31])=[O:23])[CH2:18][CH2:17]3)[N:15]=2)[CH:6]=[CH:7][C:8]=1[O:9][CH3:10], predict the reactants needed to synthesize it. The reactants are: [CH3:1][O:2][C:3]1[CH:4]=[C:5]([C:11]2[C:12]([CH3:34])([CH3:33])[C:13](=[O:32])[N:14]([CH:16]3[CH2:21][CH2:20][N:19]([C:22]([C:24]4[CH:29]=[C:28]([OH:30])[CH:27]=[CH:26][C:25]=4[CH3:31])=[O:23])[CH2:18][CH2:17]3)[N:15]=2)[CH:6]=[CH:7][C:8]=1[O:9][CH3:10].C(=O)([O-])[O-].[K+].[K+].I[CH:42]([CH3:44])[CH3:43]. (3) Given the product [CH3:1][O:2][C:3]1[CH:4]=[C:5]([NH:6][C:13]2[C:18]([C:19]3[N:24]=[C:23]([CH3:25])[N:22]=[C:21]([N:26]([CH2:27][C:28]4[CH:29]=[CH:30][C:31]([O:34][CH3:35])=[CH:32][CH:33]=4)[CH2:36][C:37]4[CH:38]=[CH:39][C:40]([O:43][CH3:44])=[CH:41][CH:42]=4)[N:20]=3)=[CH:17][CH:16]=[CH:15][N:14]=2)[CH:7]=[CH:8][C:9]=1[O:10][CH3:11], predict the reactants needed to synthesize it. The reactants are: [CH3:1][O:2][C:3]1[CH:4]=[C:5]([CH:7]=[CH:8][C:9]=1[O:10][CH3:11])[NH2:6].F[C:13]1[C:18]([C:19]2[N:24]=[C:23]([CH3:25])[N:22]=[C:21]([N:26]([CH2:36][C:37]3[CH:42]=[CH:41][C:40]([O:43][CH3:44])=[CH:39][CH:38]=3)[CH2:27][C:28]3[CH:33]=[CH:32][C:31]([O:34][CH3:35])=[CH:30][CH:29]=3)[N:20]=2)=[CH:17][CH:16]=[CH:15][N:14]=1.